This data is from Experimentally validated miRNA-target interactions with 360,000+ pairs, plus equal number of negative samples. The task is: Binary Classification. Given a miRNA mature sequence and a target amino acid sequence, predict their likelihood of interaction. (1) The miRNA is hsa-miR-429 with sequence UAAUACUGUCUGGUAAAACCGU. Result: 0 (no interaction). The protein sequence of the target gene is MIRFILIQNRAGKTRLAKWYMQFDDDEKQKLIEEVHAVVTVRDAKHTNFVEFRNFKIIYRRYAGLYFCICVDVNDNNLAYLEAIHNFVEVLNEYFHNVCELDLVFNFYKVYTVVDEMFLAGEIRETSQTKVLKQLLMLQSLE. (2) The miRNA is mmu-miR-1264-3p with sequence CAAAUCUUAUUUGAGCACCUGU. The protein sequence of the target gene is MLSKVLPVLLGILLILQSRVEGPQTESKNEASSRDVVYGPQPQPLENQLLSEETKSTETETGSRVGKLPEASRILNTILSNYDHKLRPGIGEKPTVVTVEISVNSLGPLSILDMEYTIDIIFSQTWYDERLCYNDTFESLVLNGNVVSQLWIPDTFFRNSKRTHEHEITMPNQMVRIYKDGKVLYTIRMTIDAGCSLHMLRFPMDSHSCPLSFSSFSYPENEMIYKWENFKLEINEKNSWKLFQFDFTGVSNKTEIITTPVGDFMVMTIFFNVSRRFGYVAFQNYVPSSVTTMLSWVSFW.... Result: 0 (no interaction). (3) The miRNA is hsa-miR-676-3p with sequence CUGUCCUAAGGUUGUUGAGUU. The protein sequence of the target gene is MAASLVGKKIVFVTGNAKKLEEVIQILGDNFPCTLEAQKIDLPEYQGEPDEISIQKCREAARQVQGPVLVEDTCLCFNALGGLPGPYIKWFLQKLKPEGLHQLLAGFEDKSAYALCTFALSTGDPSQPVLLFRGQTSGQIVMPRGSRDFGWDPCFQPDGYEQTYAEMPKSEKNTISHRFRALHKLQEYFSVAAGAGDH. Result: 0 (no interaction). (4) The miRNA is hsa-miR-320c with sequence AAAAGCUGGGUUGAGAGGGU. The protein sequence of the target gene is MKTKFCTGGEAEPSPLGLLLSCGGNAAPTPGVGQQRDAAGELESKQLGGRTQPLALPPPPPPPLPLPPPPSPPLADEQPEPRTRRRAYLWCKEFLPGAWRGLREDQFHISVIRGGLSNMLFQCSLPDSIASVGDEPRKVLLRLYGAILKMRSCNKEGSEQAQNENEFQGAEAMVLESVMFAILAERSLGPKLFGIFPQGRLEQFIPSRRLDTEELRLPDISAEIAEKMATFHGMKMPFNKEPKWLFGTMEKYLNQVLRLKFSREARVQQLHKILSYNLPLELENLRSLLQYTRSPVVFCH.... Result: 0 (no interaction). (5) The miRNA is hsa-miR-3611 with sequence UUGUGAAGAAAGAAAUUCUUA. Result: 0 (no interaction). The protein sequence of the target gene is MSKRRKLPARQPACLETFSPDVLNDVSELFAKSFSYRKPLDNEWQLPAPTESFSCGHLEFRALLDLKNSLNEVKNLLSDKKLDEWHRHTAFTNKAGKIISHVKKAVNAELCTQAWCKFQEILCSFPLIPQEAFQSGRLNSLHLCEAPGAFIASLNHYLKSHRFPCEWSWVANSLNPYHEANDNLRMITDDRLMANTLHCWYFGPDNTGDIMTLKYLTGLQDFLSGMSPIHLVTADGSFDCQGNPGEQEALVSSLHYCEAVTALITLGDGGSFVLKMFTLFEHCSVNLMYLLNCSFDQVHV.... (6) The miRNA is hsa-miR-219b-5p with sequence AGAUGUCCAGCCACAAUUCUCG. The protein sequence of the target gene is MEIKHLLFLVAAACLLPMLSMKKKSARDQFNKLVTDLPNVQEEIVNIHNALRRRVVPPASNMLKMSWSEEAAQNARIFSKYCDMTESNPLERRLPNTFCGENMHMTSYPVSWSSVIGVWYSESTSFKHGEWTTTDDDITTDHYTQIVWATSYLIGCAIASCRQQGSPRYLYVCHYCHEGNDPETKNEPYKTGVPCEACPSNCEDKLCTNPCIYYDEYFDCDIQVHYLGCNHSTTILFCKATCLCDTEIK. Result: 1 (interaction). (7) The miRNA is hsa-miR-208b-5p with sequence AAGCUUUUUGCUCGAAUUAUGU. The protein sequence of the target gene is MTAWLISLMSIEVLLLAVRHLSLHIEPEEGSLAGGTWITVIFDGLELGVLYPNNGSQLEIHLVNVNMVVPALRSVPCDVFPVFLDLPVVTCRTRSVLSEAHEGLYFLEAYFGGQLVSSPNPGPRDSCTFKFSKAQTPIVHQVYPPSGVPGKLIHVYGWIITGRLETFDFDAEYIDSPVILEAQGDKWVTPCSLINRQMGSCYPIQEDHGLGTLQCHVEGDYIGSQNVSFSVFNKGKSMVHKKAWLISAKQDLFLYQTHSEILSVFPETGSLGGRTNITITGDFFDNSAQVTIAGIPCDIR.... Result: 1 (interaction). (8) The miRNA is hsa-miR-6790-3p with sequence CGACCUCGGCGACCCCUCACU. The protein sequence of the target gene is MAGNCSWEAHPGNRNKMCPGLSEAPELYSRGFLTIEQIAMLPPPAVMNYIFLLLCLCGLVGNGLVLWFFGFSIKRNPFSIYFLHLASADVGYLFSKAVFSILNTGGFLGTFADYIRSVCRVLGLCMFLTGVSLLPAVSAERCASVIFPAWYWRRRPKRLSAVVCALLWVLSLLVTCLHNYFCVFLGRGAPGAACRHMDIFLGILLFLLCCPLMVLPCLALILHVECRARRRQRSAKLNHVILAMVSVFLVSSIYLGIDWFLFWVFQIPAPFPEYVTDLCICINSSAKPIVYFLAGRDKSQ.... Result: 0 (no interaction). (9) The miRNA is hsa-miR-655-5p with sequence AGAGGUUAUCCGUGUUAUGUUC. The protein sequence of the target gene is MASGVQVADEVCRIFYDMKVRKCSTPEEIKKRKKAVIFCLSADKKCIIVEEGKEILVGDVGVTITDPFKHFVGMLPEKDCRYALYDASFETKESRKEELMFFLWAPELAPLKSKMIYASSKDAIKKKFQGIKHECQANGPEDLNRACIAEKLGGSLIVAFEGCPV. Result: 1 (interaction).